Dataset: Reaction yield outcomes from USPTO patents with 853,638 reactions. Task: Predict the reaction yield, written as a fraction of the theoretical maximum amount of product (1.0 means a 100% yield; for example, 0.34 means a 34% yield). (1) The reactants are Br[C:2]1[C:3]([O:16][CH3:17])=[C:4]([C:12]([O:14][CH3:15])=[O:13])[C:5]2[N:6]=[CH:7][CH:8]=[N:9][C:10]=2[CH:11]=1.C([Sn](CCCC)(CCCC)[C:23]1[O:24][CH:25]=[CH:26][N:27]=1)CCC. The catalyst is O1CCOCC1.C(OCC)(=O)C.C1C=CC([P]([Pd]([P](C2C=CC=CC=2)(C2C=CC=CC=2)C2C=CC=CC=2)([P](C2C=CC=CC=2)(C2C=CC=CC=2)C2C=CC=CC=2)[P](C2C=CC=CC=2)(C2C=CC=CC=2)C2C=CC=CC=2)(C2C=CC=CC=2)C2C=CC=CC=2)=CC=1. The product is [CH3:17][O:16][C:3]1[C:2]([C:23]2[O:24][CH:25]=[CH:26][N:27]=2)=[CH:11][C:10]2[N:9]=[CH:8][CH:7]=[N:6][C:5]=2[C:4]=1[C:12]([O:14][CH3:15])=[O:13]. The yield is 0.269. (2) The reactants are Cl.[O:2]=[C:3]1[NH:12][C:11]2[N:10]=[CH:9][C:8](/[CH:13]=[CH:14]/[C:15]([OH:17])=O)=[CH:7][C:6]=2[CH2:5][CH2:4]1.[CH:18]1[CH:19]=[CH:20]C2N(O)N=[N:24][C:22]=2[CH:23]=1.CCN(C(C)C)C(C)C.N1CCCCC1.CCN=C=NCCCN(C)C. The catalyst is CN(C=O)C. The product is [O:17]=[C:15]([N:24]1[CH2:20][CH2:19][CH2:18][CH2:23][CH2:22]1)/[CH:14]=[CH:13]/[C:8]1[CH:7]=[C:6]2[C:11](=[N:10][CH:9]=1)[NH:12][C:3](=[O:2])[CH2:4][CH2:5]2. The yield is 0.690.